Dataset: Forward reaction prediction with 1.9M reactions from USPTO patents (1976-2016). Task: Predict the product of the given reaction. (1) Given the reactants [OH:1][CH:2]1[CH:9]2[CH2:10][C:5]3([C:12]([NH:14][C@H:15]4[CH2:20][CH2:19][CH2:18][N:17]([C:21](OC5C=CC([N+]([O-])=O)=CC=5)=[O:22])[CH2:16]4)=[O:13])[CH2:6][CH:7]([CH2:11][CH:3]1[CH2:4]3)[CH2:8]2.O1CCCC1.[NH:38]1[CH2:42][CH2:41][C@@H:40]([NH:43][C:44](=[O:46])[CH3:45])[CH2:39]1.C(N(CC)C(C)C)(C)C, predict the reaction product. The product is: [C:44]([NH:43][C@@H:40]1[CH2:41][CH2:42][N:38]([C:21]([N:17]2[CH2:18][CH2:19][CH2:20][C@H:15]([NH:14][C:12]([C:5]34[CH2:10][CH:9]5[CH2:8][CH:7]([CH2:11][CH:3]([CH:2]5[OH:1])[CH2:4]3)[CH2:6]4)=[O:13])[CH2:16]2)=[O:22])[CH2:39]1)(=[O:46])[CH3:45]. (2) Given the reactants [CH3:1][O:2][C:3](=[O:24])[CH2:4][CH2:5][CH2:6][C:7](=[O:23])[NH:8][C:9]1[CH:14]=[CH:13][C:12]([CH2:15][CH2:16][CH:17]([S:19]C(=O)C)[CH3:18])=[CH:11][CH:10]=1.C(=O)([O-])[O-].[K+].[K+], predict the reaction product. The product is: [CH3:1][O:2][C:3](=[O:24])[CH2:4][CH2:5][CH2:6][C:7](=[O:23])[NH:8][C:9]1[CH:10]=[CH:11][C:12]([CH2:15][CH2:16][CH:17]([SH:19])[CH3:18])=[CH:13][CH:14]=1.